Dataset: Peptide-MHC class II binding affinity with 134,281 pairs from IEDB. Task: Regression. Given a peptide amino acid sequence and an MHC pseudo amino acid sequence, predict their binding affinity value. This is MHC class II binding data. (1) The peptide sequence is MEVGAYRAPASRAVHLYRNGK. The MHC is DRB1_1501 with pseudo-sequence DRB1_1501. The binding affinity (normalized) is 0. (2) The peptide sequence is FNILTGKKITAHLKR. The MHC is HLA-DQA10201-DQB10301 with pseudo-sequence HLA-DQA10201-DQB10301. The binding affinity (normalized) is 0.547. (3) The peptide sequence is MKYLAAFLLLGLAGN. The MHC is DRB1_1602 with pseudo-sequence DRB1_1602. The binding affinity (normalized) is 0.362. (4) The peptide sequence is NSLLFIPDIKLAIDN. The MHC is DRB1_0301 with pseudo-sequence DRB1_0301. The binding affinity (normalized) is 0.689. (5) The peptide sequence is RVIAQGPTATFEAMY. The MHC is HLA-DPA10201-DPB11401 with pseudo-sequence HLA-DPA10201-DPB11401. The binding affinity (normalized) is 0.0749. (6) The peptide sequence is SVLSVKLAGNSSLCSTSG. The MHC is DRB1_0701 with pseudo-sequence DRB1_0701. The binding affinity (normalized) is 0.